Dataset: Catalyst prediction with 721,799 reactions and 888 catalyst types from USPTO. Task: Predict which catalyst facilitates the given reaction. (1) Reactant: [C:1]([C:5]1[CH:6]=[C:7]2[C:12](=[C:13]([F:15])[CH:14]=1)[C:11](=[O:16])[N:10]([C:17]1[CH:27]=[CH:26][CH:25]=[C:24]([C:28]3[CH:29]=[C:30]([NH:37][C:38]4[CH:43]=[CH:42][C:41]([C:44]([N:46]5[CH2:51][CH2:50][O:49][CH2:48][CH2:47]5)=[O:45])=[CH:40][CH:39]=4)[C:31]4[N:32]([CH:34]=[CH:35][N:36]=4)[CH:33]=3)[C:18]=1[CH2:19][O:20]C(=O)C)[N:9]=[CH:8]2)([CH3:4])([CH3:3])[CH3:2].C([O-])([O-])=O.[K+].[K+].O. Product: [C:1]([C:5]1[CH:6]=[C:7]2[C:12](=[C:13]([F:15])[CH:14]=1)[C:11](=[O:16])[N:10]([C:17]1[CH:27]=[CH:26][CH:25]=[C:24]([C:28]3[CH:29]=[C:30]([NH:37][C:38]4[CH:39]=[CH:40][C:41]([C:44]([N:46]5[CH2:47][CH2:48][O:49][CH2:50][CH2:51]5)=[O:45])=[CH:42][CH:43]=4)[C:31]4[N:32]([CH:34]=[CH:35][N:36]=4)[CH:33]=3)[C:18]=1[CH2:19][OH:20])[N:9]=[CH:8]2)([CH3:4])([CH3:2])[CH3:3]. The catalyst class is: 5. (2) Product: [N+:19]([CH:10]1[CH2:11][C:2]([CH3:14])([CH3:1])[C:3]2[CH:4]=[CH:5][CH:6]=[CH:7][C:8]=2[C:9]1([CH3:13])[CH3:12])([O-:21])=[O:20]. The catalyst class is: 152. Reactant: [CH3:1][C:2]1([CH3:14])[CH2:11][CH2:10][C:9]([CH3:13])([CH3:12])[C:8]2[CH:7]=[CH:6][CH:5]=[CH:4][C:3]1=2.C(O)(=O)C.[N+:19]([O-])([OH:21])=[O:20]. (3) Reactant: ClC1C=C(C=CC=1)C(OO)=[O:6].[CH3:12][S:13][C:14]1[N:19]=[C:18]([N:20]2[C:28]3[C:23](=[C:24]([N+:29]([O-:31])=[O:30])[CH:25]=[CH:26][CH:27]=3)[CH:22]=[CH:21]2)[CH:17]=[CH:16][N:15]=1. Product: [CH3:12][S:13]([C:14]1[N:19]=[C:18]([N:20]2[C:28]3[C:23](=[C:24]([N+:29]([O-:31])=[O:30])[CH:25]=[CH:26][CH:27]=3)[CH:22]=[CH:21]2)[CH:17]=[CH:16][N:15]=1)=[O:6]. The catalyst class is: 373. (4) The catalyst class is: 3. Reactant: F[C:2]1[CH:7]=[CH:6][C:5]([N+:8]([O-:10])=[O:9])=[CH:4][CH:3]=1.[OH:11][C:12]1[CH:13]=[N:14][CH:15]=[CH:16][CH:17]=1.C(=O)([O-])[O-].[K+].[K+].O. Product: [N+:8]([C:5]1[CH:6]=[CH:7][C:2]([O:11][C:12]2[CH:13]=[N:14][CH:15]=[CH:16][CH:17]=2)=[CH:3][CH:4]=1)([O-:10])=[O:9]. (5) Reactant: [F-].C([N+](CCCC)(CCCC)CCCC)CCC.[CH2:19]([CH:21]([CH2:36][CH2:37][CH2:38][CH3:39])[CH2:22][O:23][C:24]1[CH:29]=[CH:28][C:27]([C:30]#[C:31][Si](C)(C)C)=[CH:26][CH:25]=1)[CH3:20]. Product: [CH2:19]([CH:21]([CH2:36][CH2:37][CH2:38][CH3:39])[CH2:22][O:23][C:24]1[CH:25]=[CH:26][C:27]([C:30]#[CH:31])=[CH:28][CH:29]=1)[CH3:20]. The catalyst class is: 7. (6) The catalyst class is: 21. Product: [Cl:18][CH2:17][CH2:16][CH2:15][O:1][C:2]1[CH:3]=[C:4]([CH:9]=[CH:10][C:11]=1[O:12][CH3:13])[C:5]([O:7][CH3:8])=[O:6]. Reactant: [OH:1][C:2]1[CH:3]=[C:4]([CH:9]=[CH:10][C:11]=1[O:12][CH3:13])[C:5]([O:7][CH3:8])=[O:6].Br[CH2:15][CH2:16][CH2:17][Cl:18].C(=O)([O-])[O-].[K+].[K+].